This data is from Catalyst prediction with 721,799 reactions and 888 catalyst types from USPTO. The task is: Predict which catalyst facilitates the given reaction. (1) The catalyst class is: 145. Reactant: [N:1]1([C:11]([N:13]2[CH2:18][CH2:17][CH:16]([C:19](O)=[O:20])[CH2:15][CH2:14]2)=[O:12])[C:10]2[C:5](=[CH:6][CH:7]=[CH:8][CH:9]=2)[CH2:4][CH2:3][CH2:2]1.F[B-](F)(F)F.N1(OC(N(C)C)=[N+](C)C)C2C=CC=CC=2N=N1.ON1C2C=CC=CC=2N=N1.C(N(C(C)C)CC)(C)C.[Cl:63][C:64]1[CH:69]=[CH:68][CH:67]=[C:66]([Cl:70])[C:65]=1[C:71](=[N:73]O)[NH2:72]. Product: [Cl:63][C:64]1[CH:69]=[CH:68][CH:67]=[C:66]([Cl:70])[C:65]=1[C:71]1[N:73]=[C:19]([CH:16]2[CH2:17][CH2:18][N:13]([C:11]([N:1]3[C:2]4[C:7](=[CH:6][CH:5]=[CH:4][CH:3]=4)[CH2:8][CH2:9][CH2:10]3)=[O:12])[CH2:14][CH2:15]2)[O:20][N:72]=1. (2) Reactant: Cl[C:2]([O:4][CH3:5])=[O:3].[F:6][C:7]([F:12])([F:11])[C:8]([OH:10])=[O:9].[F:13][C:14]([F:19])([F:18])[C:15]([OH:17])=[O:16].[NH:20]1[CH2:23][CH:22]([C:24]2[C:25]([O:44][CH3:45])=[C:26]([CH:32]([NH:34][C:35]3[N:43]=[CH:42][N:41]=[C:40]4[C:36]=3[N:37]=[CH:38][NH:39]4)[CH3:33])[CH:27]=[C:28]([Cl:31])[C:29]=2[CH3:30])[CH2:21]1.CCN(C(C)C)C(C)C. The catalyst class is: 2. Product: [F:6][C:7]([F:12])([F:11])[C:8]([OH:10])=[O:9].[Cl:31][C:28]1[C:29]([CH3:30])=[C:24]([CH:22]2[CH2:21][N:20]([C:2]([O:4][CH3:5])=[O:3])[CH2:23]2)[C:25]([O:44][CH3:45])=[C:26]([CH:32]([NH:34][C:35]2[N:43]=[CH:42][N:41]=[C:40]3[C:36]=2[N:37]=[CH:38][NH:39]3)[CH3:33])[CH:27]=1.[C:15]([OH:17])([C:14]([F:19])([F:18])[F:13])=[O:16]. (3) Reactant: [CH2:1]([NH:3][C:4]([C:6]1[CH:11]=[CH:10][C:9]([N:12]2[C:16]([CH2:17][O:18][C:19]3[CH:24]=[CH:23][CH:22]=[C:21]([CH3:25])[CH:20]=3)=[C:15]([C:26](OCC)=[O:27])[N:14]=[N:13]2)=[CH:8][CH:7]=1)=[O:5])[CH3:2].[CH2:31]([CH2:33][NH2:34])[OH:32]. Product: [CH2:1]([NH:3][C:4]([C:6]1[CH:7]=[CH:8][C:9]([N:12]2[C:16]([CH2:17][O:18][C:19]3[CH:24]=[CH:23][CH:22]=[C:21]([CH3:25])[CH:20]=3)=[C:15]([C:26]([NH:34][CH2:33][CH2:31][OH:32])=[O:27])[N:14]=[N:13]2)=[CH:10][CH:11]=1)=[O:5])[CH3:2]. The catalyst class is: 6. (4) Product: [ClH:1].[CH2:14]([N:12]([CH3:13])[C:10](=[O:11])[C:9]1[CH:21]=[CH:22][C:6]([C@@H:4]2[CH2:5][C@H:3]2[NH:2][CH2:31][CH:28]2[CH2:30][CH2:29]2)=[CH:7][CH:8]=1)[C:15]1[CH:16]=[CH:17][CH:18]=[CH:19][CH:20]=1. Reactant: [ClH:1].[NH2:2][C@@H:3]1[CH2:5][C@H:4]1[C:6]1[CH:22]=[CH:21][C:9]([C:10]([N:12]([CH2:14][C:15]2[CH:20]=[CH:19][CH:18]=[CH:17][CH:16]=2)[CH3:13])=[O:11])=[CH:8][CH:7]=1.C(=O)([O-])O.[Na+].[CH:28]1([CH:31]=O)[CH2:30][CH2:29]1.[BH4-].[Na+]. The catalyst class is: 36. (5) Reactant: C([O:3][C:4]([CH:6]1[O:10][C:9]2[CH:11]=[CH:12][C:13]([CH2:15][CH:16]([N:18]([C:21]([O:23][C:24]([CH3:27])([CH3:26])[CH3:25])=[O:22])[CH2:19][CH3:20])[CH3:17])=[CH:14][C:8]=2[O:7]1)=[O:5])C.O.[OH-].[Li+]. Product: [C:24]([O:23][C:21]([N:18]([CH2:19][CH3:20])[CH:16]([CH3:17])[CH2:15][C:13]1[CH:12]=[CH:11][C:9]2[O:10][CH:6]([C:4]([OH:5])=[O:3])[O:7][C:8]=2[CH:14]=1)=[O:22])([CH3:26])([CH3:27])[CH3:25]. The catalyst class is: 24. (6) Reactant: [CH3:1][O:2][C:3]1[CH:4]=[C:5]([NH:11][C:12]2[C:13]3[N:29]=[CH:28][S:27][C:14]=3[N:15]=[C:16]([N:18]3[CH2:23][CH2:22][CH2:21][CH:20]([C:24](O)=[O:25])[CH2:19]3)[N:17]=2)[CH:6]=[CH:7][C:8]=1[O:9][CH3:10].[C:30]([O:34][C:35](=[O:43])[C:36]1[CH:41]=[CH:40][C:39]([NH2:42])=[CH:38][CH:37]=1)([CH3:33])([CH3:32])[CH3:31].CN(C(ON1N=NC2C=CC=NC1=2)=[N+](C)C)C.F[P-](F)(F)(F)(F)F.CCN(C(C)C)C(C)C. Product: [CH3:1][O:2][C:3]1[CH:4]=[C:5]([NH:11][C:12]2[C:13]3[N:29]=[CH:28][S:27][C:14]=3[N:15]=[C:16]([N:18]3[CH2:23][CH2:22][CH2:21][CH:20]([C:24]([NH:42][C:39]4[CH:38]=[CH:37][C:36]([C:35]([O:34][C:30]([CH3:33])([CH3:31])[CH3:32])=[O:43])=[CH:41][CH:40]=4)=[O:25])[CH2:19]3)[N:17]=2)[CH:6]=[CH:7][C:8]=1[O:9][CH3:10]. The catalyst class is: 3. (7) Reactant: [OH:1][CH2:2][CH2:3][CH2:4][C:5]1[CH:6]=[C:7]([OH:11])[CH:8]=[CH:9][CH:10]=1.C([O-])([O-])=O.[K+].[K+].[CH2:18](Br)[C:19]1[CH:24]=[CH:23][CH:22]=[CH:21][CH:20]=1.O. Product: [CH2:18]([O:11][C:7]1[CH:6]=[C:5]([CH2:4][CH2:3][CH2:2][OH:1])[CH:10]=[CH:9][CH:8]=1)[C:19]1[CH:24]=[CH:23][CH:22]=[CH:21][CH:20]=1. The catalyst class is: 23.